This data is from Full USPTO retrosynthesis dataset with 1.9M reactions from patents (1976-2016). The task is: Predict the reactants needed to synthesize the given product. (1) Given the product [C:35]([O:39][C:40]([N:42]1[CH:47]([C:48]2[NH:49][C:50]([C:53]3[CH:58]=[CH:57][C:56]([C:28]4[CH:27]=[CH:26][C:25]5[C:30](=[CH:31][CH:32]=[C:23]([C:20]6[NH:19][C:18]([CH:17]7[CH2:16][C:13]8([CH2:15][CH2:14]8)[CH2:12][N:11]7[C:9](=[O:10])[CH:5]([NH:4][C:3]([O:2][CH3:1])=[O:34])[CH:6]([CH3:8])[CH3:7])=[N:22][CH:21]=6)[CH:24]=5)[CH:29]=4)=[CH:55][CH:54]=3)=[CH:51][N:52]=2)[CH:46]2[CH2:68][CH:43]1[CH2:44][CH2:45]2)=[O:41])([CH3:38])([CH3:36])[CH3:37], predict the reactants needed to synthesize it. The reactants are: [CH3:1][O:2][C:3](=[O:34])[NH:4][CH:5]([C:9]([N:11]1[CH:17]([C:18]2[NH:19][C:20]([C:23]3[CH:32]=[CH:31][C:30]4[C:25](=[CH:26][CH:27]=[C:28](Br)[CH:29]=4)[CH:24]=3)=[CH:21][N:22]=2)[CH2:16][C:13]2([CH2:15][CH2:14]2)[CH2:12]1)=[O:10])[CH:6]([CH3:8])[CH3:7].[C:35]([O:39][C:40]([N:42]1[CH:47]([C:48]2[NH:49][C:50]([C:53]3[CH:58]=[CH:57][C:56](B4OC(C)(C)C(C)(C)O4)=[CH:55][CH:54]=3)=[CH:51][N:52]=2)[CH:46]2[CH2:68][CH:43]1[CH2:44][CH2:45]2)=[O:41])([CH3:38])([CH3:37])[CH3:36].C([O-])(O)=O.[Na+].N#N. (2) Given the product [Cl:22][C:19]1[CH:18]=[C:13]([CH2:14][OH:15])[C:12]([C@@H:9]([NH:8][C:6](=[O:7])[O:5][C:1]([CH3:2])([CH3:3])[CH3:4])[CH2:10][CH3:11])=[N:21][CH:20]=1, predict the reactants needed to synthesize it. The reactants are: [C:1]([O:5][C:6]([NH:8][C@H:9]([C:12]1[N:21]=[CH:20][C:19]([Cl:22])=[CH:18][C:13]=1[C:14](OC)=[O:15])[CH2:10][CH3:11])=[O:7])([CH3:4])([CH3:3])[CH3:2].[BH4-].[Na+].[Cl-].[Ca+2].[Cl-].C(OCC)(=O)C.